Dataset: NCI-60 drug combinations with 297,098 pairs across 59 cell lines. Task: Regression. Given two drug SMILES strings and cell line genomic features, predict the synergy score measuring deviation from expected non-interaction effect. Drug 1: C1=CC(=CC=C1CCC2=CNC3=C2C(=O)NC(=N3)N)C(=O)NC(CCC(=O)O)C(=O)O. Drug 2: CC1=C(N=C(N=C1N)C(CC(=O)N)NCC(C(=O)N)N)C(=O)NC(C(C2=CN=CN2)OC3C(C(C(C(O3)CO)O)O)OC4C(C(C(C(O4)CO)O)OC(=O)N)O)C(=O)NC(C)C(C(C)C(=O)NC(C(C)O)C(=O)NCCC5=NC(=CS5)C6=NC(=CS6)C(=O)NCCC[S+](C)C)O. Cell line: CAKI-1. Synergy scores: CSS=26.8, Synergy_ZIP=-9.42, Synergy_Bliss=-7.18, Synergy_Loewe=-7.54, Synergy_HSA=-1.33.